Dataset: Full USPTO retrosynthesis dataset with 1.9M reactions from patents (1976-2016). Task: Predict the reactants needed to synthesize the given product. (1) The reactants are: [NH2:1][CH2:2][CH2:3][CH2:4][CH2:5][CH2:6][C:7]([OH:9])=[O:8].[Cl:10][CH2:11][C:12](Cl)=[O:13].Cl. Given the product [Cl:10][CH2:11][C:12]([NH:1][CH2:2][CH2:3][CH2:4][CH2:5][CH2:6][C:7]([OH:9])=[O:8])=[O:13], predict the reactants needed to synthesize it. (2) Given the product [CH2:1]([O:5][CH2:6][CH2:7][O:8][C:9]1[CH:10]=[CH:11][C:12]([C:15]2[CH:16]=[CH:17][C:18]3[N:24]([CH2:25][CH:26]([CH3:27])[CH3:28])[CH2:23][CH2:22][C:21]([C:29]([NH:31][C:32]4[CH:33]=[CH:34][C:35]([CH2:38][S:39]([C:40]5[N:44]([CH3:45])[CH:43]=[N:42][N:41]=5)=[O:55])=[CH:36][CH:37]=4)=[O:30])=[CH:20][C:19]=3[CH:46]=2)=[CH:13][CH:14]=1)[CH2:2][CH2:3][CH3:4], predict the reactants needed to synthesize it. The reactants are: [CH2:1]([O:5][CH2:6][CH2:7][O:8][C:9]1[CH:14]=[CH:13][C:12]([C:15]2[CH:16]=[CH:17][C:18]3[N:24]([CH2:25][CH:26]([CH3:28])[CH3:27])[CH2:23][CH2:22][C:21]([C:29]([NH:31][C:32]4[CH:37]=[CH:36][C:35]([CH2:38][S:39][C:40]5[N:44]([CH3:45])[CH:43]=[N:42][N:41]=5)=[CH:34][CH:33]=4)=[O:30])=[CH:20][C:19]=3[CH:46]=2)=[CH:11][CH:10]=1)[CH2:2][CH2:3][CH3:4].ClC1C=CC=C(C(OO)=[O:55])C=1.S([O-])([O-])(=O)=S.[Mg+2]. (3) Given the product [I:1][C:2]1[C:3]([CH3:12])=[CH:4][C:5]([CH3:11])=[C:6]([CH:10]=1)[C:7]([O:9][CH3:18])=[O:8], predict the reactants needed to synthesize it. The reactants are: [I:1][C:2]1[C:3]([CH3:12])=[CH:4][C:5]([CH3:11])=[C:6]([CH:10]=1)[C:7]([OH:9])=[O:8].S(=O)(=O)(O)O.[CH3:18]O. (4) Given the product [CH3:1][O:2][C:3]1[CH:4]=[C:5]([CH:11]2[CH:16]([N+:17]([O-:19])=[O:18])[CH2:15][CH2:14][CH:13]([OH:20])[CH2:12]2)[CH:6]=[CH:7][C:8]=1[O:9][CH3:10], predict the reactants needed to synthesize it. The reactants are: [CH3:1][O:2][C:3]1[CH:4]=[C:5]([CH:11]2[CH:16]([N+:17]([O-:19])=[O:18])[CH2:15][CH2:14][C:13](=[O:20])[CH2:12]2)[CH:6]=[CH:7][C:8]=1[O:9][CH3:10].COCCOC.CO.[BH4-].[Na+].